The task is: Predict the product of the given reaction.. This data is from Forward reaction prediction with 1.9M reactions from USPTO patents (1976-2016). (1) Given the reactants [Cl:1][C:2]1[N:3]=[C:4]([N:23]2[CH2:28][CH2:27][O:26][CH2:25][CH2:24]2)[C:5]2[S:10][C:9]([CH2:11][N:12]3C(=O)C4C(=CC=CC=4)C3=O)=[N:8][C:6]=2[N:7]=1.NN.O, predict the reaction product. The product is: [Cl:1][C:2]1[N:3]=[C:4]([N:23]2[CH2:28][CH2:27][O:26][CH2:25][CH2:24]2)[C:5]2[S:10][C:9]([CH2:11][NH2:12])=[N:8][C:6]=2[N:7]=1. (2) Given the reactants [Cl:1][C:2]1[CH:7]=[CH:6][C:5]([C@@H:8]([NH2:11])[CH2:9][CH3:10])=[C:4]([F:12])[C:3]=1[C:13]([C:15]1[CH:16]=[N:17][CH:18]=[CH:19][CH:20]=1)=[O:14].[N:21]1([C:31]([O:33][C:34]([CH3:37])([CH3:36])[CH3:35])=[O:32])[CH2:25][CH:24]=[C:23]([C:26](OCC)=[O:27])[CH2:22]1.C(N=C=NCCCN(C)C)C.ON1C2N=CC=CC=2N=N1.C(N(CC)CC)C, predict the reaction product. The product is: [C:34]([O:33][C:31]([N:21]1[CH2:25][CH:24]=[C:23]([C:26](=[O:27])[NH:11][C@H:8]([C:5]2[CH:6]=[CH:7][C:2]([Cl:1])=[C:3]([C:13]([C:15]3[CH:16]=[N:17][CH:18]=[CH:19][CH:20]=3)=[O:14])[C:4]=2[F:12])[CH2:9][CH3:10])[CH2:22]1)=[O:32])([CH3:37])([CH3:36])[CH3:35]. (3) Given the reactants [Cl:1][C:2]1[CH:11]=[CH:10][CH:9]=[C:8]([CH:12]=C)[C:3]=1[C:4]([O:6][CH3:7])=[O:5].[O:14]=[O+][O-].CSC, predict the reaction product. The product is: [Cl:1][C:2]1[CH:11]=[CH:10][CH:9]=[C:8]([CH:12]=[O:14])[C:3]=1[C:4]([O:6][CH3:7])=[O:5]. (4) Given the reactants [NH:1]1[C:9]2[C:4](=[CH:5][CH:6]=[CH:7][CH:8]=2)[CH:3]=[CH:2]1.Cl, predict the reaction product. The product is: [NH:1]1[C:9]2[C:4](=[CH:5][CH:6]=[CH:7][CH:8]=2)[CH2:3][CH:2]1[C:3]1[C:4]2[C:9](=[CH:8][CH:7]=[CH:6][CH:5]=2)[NH:1][CH:2]=1. (5) Given the reactants [C:1]([O:5][C:6](N1CCNCC1)=O)([CH3:4])(C)C.[C:14]([O:18][C:19]([N:21]1[CH2:26][CH2:25][N:24]([CH2:27][CH2:28][C:29]2[CH:34]=[CH:33][C:32]([O:35][C:36]3[S:37][C:38]4[CH:44]=[CH:43][CH:42]=[CH:41][C:39]=4[N:40]=3)=[CH:31][CH:30]=2)[CH2:23][CH2:22]1)=[O:20])([CH3:17])([CH3:16])[CH3:15].F[C:46](F)(F)S(O)(=O)=O, predict the reaction product. The product is: [C:14]([O:18][C:19]([N:21]1[CH2:22][CH2:23][N:24]([CH2:27][CH2:28][C:29]2[CH:30]=[CH:31][C:32]([O:35][C:36]3[S:37][C:38]4[CH:44]=[CH:43][CH:42]=[CH:41][C:39]=4[N:40]=3)=[CH:33][CH:34]=2)[CH2:25][CH2:26]1)=[O:20])([CH3:17])([CH3:15])[CH3:16].[S:37]1[C:38]2[CH:44]=[CH:43][CH:42]=[CH:41][C:39]=2[N:40]=[C:36]1[O:35][C:32]1[CH:31]=[CH:30][C:29]([CH2:28][CH2:27][N:24]2[CH2:25][CH2:26][N:21]([C:19]([CH:1]3[CH2:4][CH2:46][CH2:6][O:5]3)=[O:20])[CH2:22][CH2:23]2)=[CH:34][CH:33]=1. (6) Given the reactants C[O:2][C:3](=[O:23])[C:4]1[CH:9]=[C:8]([C:10]([F:13])([F:12])[F:11])[CH:7]=[C:6]([S:14]([N:17]2[CH2:22][CH2:21][O:20][CH2:19][CH2:18]2)(=[O:16])=[O:15])[CH:5]=1.O.O.[OH-].[Li+].Cl, predict the reaction product. The product is: [N:17]1([S:14]([C:6]2[CH:5]=[C:4]([CH:9]=[C:8]([C:10]([F:13])([F:11])[F:12])[CH:7]=2)[C:3]([OH:23])=[O:2])(=[O:15])=[O:16])[CH2:22][CH2:21][O:20][CH2:19][CH2:18]1. (7) Given the reactants [F:1][C:2]([F:22])([F:21])[O:3][C:4]1[CH:20]=[CH:19][C:7]([CH2:8][C:9]2[O:13][N:12]=[C:11]([C:14]([O:16]CC)=[O:15])[CH:10]=2)=[CH:6][CH:5]=1.C(O)C.[OH-].[Na+], predict the reaction product. The product is: [F:22][C:2]([F:1])([F:21])[O:3][C:4]1[CH:20]=[CH:19][C:7]([CH2:8][C:9]2[O:13][N:12]=[C:11]([C:14]([OH:16])=[O:15])[CH:10]=2)=[CH:6][CH:5]=1.